Dataset: NCI-60 drug combinations with 297,098 pairs across 59 cell lines. Task: Regression. Given two drug SMILES strings and cell line genomic features, predict the synergy score measuring deviation from expected non-interaction effect. Drug 1: CCC1(CC2CC(C3=C(CCN(C2)C1)C4=CC=CC=C4N3)(C5=C(C=C6C(=C5)C78CCN9C7C(C=CC9)(C(C(C8N6C=O)(C(=O)OC)O)OC(=O)C)CC)OC)C(=O)OC)O.OS(=O)(=O)O. Drug 2: CS(=O)(=O)OCCCCOS(=O)(=O)C. Cell line: PC-3. Synergy scores: CSS=-0.507, Synergy_ZIP=0.0941, Synergy_Bliss=0.200, Synergy_Loewe=-3.86, Synergy_HSA=-3.92.